This data is from Reaction yield outcomes from USPTO patents with 853,638 reactions. The task is: Predict the reaction yield, written as a fraction of the theoretical maximum amount of product (1.0 means a 100% yield; for example, 0.34 means a 34% yield). The product is [Cl:17][C:12]1[CH:13]=[CH:14][CH:15]=[CH:16][C:11]=1[N:7]1[C:8]([OH:10])=[C:9]([C:28](=[O:29])[CH2:27][C:24]2[CH:25]=[CH:26][C:21]([O:20][CH3:19])=[CH:22][CH:23]=2)[C:5]([CH2:4][C:3]([O:2][CH3:1])=[O:18])=[N:6]1. The yield is 0.700. The reactants are [CH3:1][O:2][C:3](=[O:18])[CH2:4][C:5]1[CH:9]=[C:8]([OH:10])[N:7]([C:11]2[CH:16]=[CH:15][CH:14]=[CH:13][C:12]=2[Cl:17])[N:6]=1.[CH3:19][O:20][C:21]1[CH:26]=[CH:25][C:24]([CH2:27][C:28](Cl)=[O:29])=[CH:23][CH:22]=1. The catalyst is O1CCOCC1.